This data is from Reaction yield outcomes from USPTO patents with 853,638 reactions. The task is: Predict the reaction yield, written as a fraction of the theoretical maximum amount of product (1.0 means a 100% yield; for example, 0.34 means a 34% yield). (1) The reactants are [CH3:1][C:2]1([CH3:16])[C:11]2[C:6](=[CH:7][C:8]([NH:12]C(=O)C)=[CH:9][CH:10]=2)[O:5][CH2:4][CH2:3]1.[OH-].[Na+]. The catalyst is Cl. The product is [CH3:1][C:2]1([CH3:16])[C:11]2[C:6](=[CH:7][C:8]([NH2:12])=[CH:9][CH:10]=2)[O:5][CH2:4][CH2:3]1. The yield is 0.920. (2) The reactants are [Cl:1][C:2]1[CH:7]=[CH:6][N:5]=[C:4]2[CH:8]=[C:9]([C:11]3[S:12][C:13]([C:17](Cl)=[O:18])=[C:14]([CH3:16])[N:15]=3)[S:10][C:3]=12.[CH3:20][N:21]1[CH2:26][CH2:25][NH:24][CH2:23][CH2:22]1. The catalyst is ClCCl. The product is [Cl:1][C:2]1[CH:7]=[CH:6][N:5]=[C:4]2[CH:8]=[C:9]([C:11]3[S:12][C:13]([C:17]([N:24]4[CH2:25][CH2:26][N:21]([CH3:20])[CH2:22][CH2:23]4)=[O:18])=[C:14]([CH3:16])[N:15]=3)[S:10][C:3]=12. The yield is 0.700. (3) The reactants are CN(C)C(N(C)C)=N.[C:9]([O:13][C:14]([CH:16](P(OC)(OC)=O)[C:17]([O:19][CH3:20])=[O:18])=[O:15])([CH3:12])([CH3:11])[CH3:10].[Cl:27][C:28]1[CH:35]=[CH:34][C:31]([CH:32]=O)=[CH:30][C:29]=1[F:36].O. The catalyst is C(Cl)Cl. The product is [C:9]([O:13][C:14](/[C:16](=[CH:32]\[C:31]1[CH:34]=[CH:35][C:28]([Cl:27])=[C:29]([F:36])[CH:30]=1)/[C:17]([O:19][CH3:20])=[O:18])=[O:15])([CH3:10])([CH3:11])[CH3:12]. The yield is 0.678.